From a dataset of Full USPTO retrosynthesis dataset with 1.9M reactions from patents (1976-2016). Predict the reactants needed to synthesize the given product. (1) Given the product [Cl:17][C:18]1[CH:23]=[CH:22][C:21]([O:15][C:11]2[CH:10]=[C:9]([B:4]3[O:3][C:2]([CH3:16])([CH3:1])[C:6]([CH3:7])([CH3:8])[O:5]3)[CH:14]=[CH:13][CH:12]=2)=[CH:20][CH:19]=1, predict the reactants needed to synthesize it. The reactants are: [CH3:1][C:2]1([CH3:16])[C:6]([CH3:8])([CH3:7])[O:5][B:4]([C:9]2[CH:10]=[C:11]([OH:15])[CH:12]=[CH:13][CH:14]=2)[O:3]1.[Cl:17][C:18]1[CH:23]=[CH:22][C:21](B(O)O)=[CH:20][CH:19]=1. (2) Given the product [CH2:1]([O:13][C:14]1[CH:15]=[C:16]([C:33](=[O:54])[C:39]([C:41]2[CH:46]=[CH:45][C:44]([Br:47])=[CH:43][CH:42]=2)=[O:40])[CH:17]=[CH:18][C:19]=1[O:20][CH2:21][CH2:22][CH2:23][CH2:24][CH2:25][CH2:26][CH2:27][CH2:28][CH2:29][CH2:30][CH2:31][CH3:32])[CH2:2][CH2:3][CH2:4][CH2:5][CH2:6][CH2:7][CH2:8][CH2:9][CH2:10][CH2:11][CH3:12], predict the reactants needed to synthesize it. The reactants are: [CH2:1]([O:13][C:14]1[CH:15]=[C:16]([C:33]2([CH:39]([C:41]3[CH:46]=[CH:45][C:44]([Br:47])=[CH:43][CH:42]=3)[OH:40])SCCCS2)[CH:17]=[CH:18][C:19]=1[O:20][CH2:21][CH2:22][CH2:23][CH2:24][CH2:25][CH2:26][CH2:27][CH2:28][CH2:29][CH2:30][CH2:31][CH3:32])[CH2:2][CH2:3][CH2:4][CH2:5][CH2:6][CH2:7][CH2:8][CH2:9][CH2:10][CH2:11][CH3:12].BrN1C(=[O:54])CCC1=O.ClCCl. (3) Given the product [C:79]([O:78][C@@H:33]([C:34]1[C:63]([CH3:64])=[C:62]([CH:65]=[CH2:66])[C:61]2=[N:71][C:58]3=[CH:59][N:60]2[C:35]=1[N:36]1[CH2:37][CH2:38][C:39]([CH3:77])([O:40][CH2:41][CH2:42][CH2:43][CH2:44][C@H:45]([CH3:74])[O:46][C:47]2[CH:48]=[CH:49][C:50]([F:73])=[CH:51][C:52]=2[C:53]2[CH:72]=[C:57]3[CH:56]=[CH:55][CH:54]=2)[CH2:75][CH2:76]1)[C:32]([OH:83])=[O:31])([CH3:80])([CH3:81])[CH3:82], predict the reactants needed to synthesize it. The reactants are: C1(P(C2CCCCC2)C2C=CC=CC=2C2C(OC)=CC=CC=2OC)CCCCC1.C[O:31][C:32](=[O:83])[C@@H:33]([O:78][C:79]([CH3:82])([CH3:81])[CH3:80])[C:34]1[C:63]([CH3:64])=[C:62]([C:65]2C=CN=C[CH:66]=2)[C:61]2=[N:71][C:58]3=[CH:59][N:60]2[C:35]=1[N:36]1[CH2:76][CH2:75][C:39]([CH3:77])([O:40][CH2:41][CH2:42][CH2:43][CH2:44][C@H:45]([CH3:74])[O:46][C:47]2[CH:48]=[CH:49][C:50]([F:73])=[CH:51][C:52]=2[C:53]2[CH:72]=[C:57]3[CH:56]=[CH:55][CH:54]=2)[CH2:38][CH2:37]1.CN1CC(=O)OB(C2C=CN=CC=2)OC(=O)C1.BrC1C2=NC3=CN2C(N2CCC(C)(OCCCC[C@H](C)OC4C=CC(F)=CC=4C4C=C3C=CC=4)CC2)=C([C@H](OC(C)(C)C)C(OC)=O)C=1C.N#N.[O-]P([O-])([O-])=O.[K+].[K+].[K+]. (4) The reactants are: [N+:1]([C:4]1[C:12]2[C:7](=[CH:8][CH:9]=[C:10]([C:13]([OH:15])=O)[CH:11]=2)[NH:6][C:5]=1[C:16]1[C:25](=[O:26])[NH:24][C:23]2[C:18](=[CH:19][CH:20]=[CH:21][CH:22]=2)[N:17]=1)([O-])=O.C(N(CC)CC)C.C1CN([P+](ON2N=NC3C=CC=CC2=3)(N2CCCC2)N2CCCC2)CC1.F[P-](F)(F)(F)(F)F.[CH3:67][O:68][CH2:69][CH2:70][NH:71][CH3:72]. Given the product [CH3:67][O:68][CH2:69][CH2:70][N:71]([CH3:72])[C:13]([C:10]1[CH:11]=[C:12]2[C:7](=[CH:8][CH:9]=1)[NH:6][C:5]([C:16]1[C:25](=[O:26])[NH:24][C:23]3[C:18](=[CH:19][CH:20]=[CH:21][CH:22]=3)[N:17]=1)=[C:4]2[NH2:1])=[O:15], predict the reactants needed to synthesize it. (5) Given the product [C:1]([O:5][C:6](=[O:27])[NH:7][C:8]1[CH:9]=[N:10][C:11]2[CH2:12][CH:13]([C:18]([CH3:26])([CH3:25])[O:19][SiH2:20][C:21]([CH3:24])([CH3:23])[CH3:22])[CH2:14][N:15]([S:35]([C:33]3[C:32]([CH3:39])=[N:31][N:30]([CH:29]([F:40])[F:28])[CH:34]=3)(=[O:37])=[O:36])[C:16]=2[CH:17]=1)([CH3:4])([CH3:3])[CH3:2], predict the reactants needed to synthesize it. The reactants are: [C:1]([O:5][C:6](=[O:27])[NH:7][C:8]1[CH:9]=[N:10][C:11]2[CH2:12][CH:13]([C:18]([CH3:26])([CH3:25])[O:19][SiH2:20][C:21]([CH3:24])([CH3:23])[CH3:22])[CH2:14][NH:15][C:16]=2[CH:17]=1)([CH3:4])([CH3:3])[CH3:2].[F:28][CH:29]([F:40])[N:30]1[CH:34]=[C:33]([S:35](Cl)(=[O:37])=[O:36])[C:32]([CH3:39])=[N:31]1. (6) Given the product [CH3:1][O:2][C:3]([C:5]1[CH:6]=[C:7]2[C:11]([CH2:10][CH2:9][C@H:8]2[NH:14][CH2:15][C:17]2[N:18]([C:23]([O:25][C:26]([CH3:29])([CH3:28])[CH3:27])=[O:24])[CH:19]=[CH:20][CH:21]=2)=[CH:12][CH:13]=1)=[O:4], predict the reactants needed to synthesize it. The reactants are: [CH3:1][O:2][C:3]([C:5]1[CH:6]=[C:7]2[C:11](=[CH:12][CH:13]=1)[CH2:10][CH2:9][C@H:8]2[NH2:14])=[O:4].[CH:15]([C:17]1[N:18]([C:23]([O:25][C:26]([CH3:29])([CH3:28])[CH3:27])=[O:24])[C:19](C)=[CH:20][CH:21]=1)=O.[BH-](OC(C)=O)(OC(C)=O)OC(C)=O.[Na+]. (7) Given the product [CH3:18][C:17]1[C:16]2[C:11](=[CH:12][C:13]([C:19]([F:20])([F:21])[F:22])=[CH:14][CH:15]=2)[N:10]=[C:9]([CH2:23][CH2:24][CH3:25])[C:8]=1[C:6]([OH:7])=[O:5], predict the reactants needed to synthesize it. The reactants are: [Li+].[OH-].C([O:5][C:6]([C:8]1[C:9]([CH2:23][CH2:24][CH3:25])=[N:10][C:11]2[C:16]([C:17]=1[CH3:18])=[CH:15][CH:14]=[C:13]([C:19]([F:22])([F:21])[F:20])[CH:12]=2)=[O:7])C.